This data is from Full USPTO retrosynthesis dataset with 1.9M reactions from patents (1976-2016). The task is: Predict the reactants needed to synthesize the given product. (1) Given the product [N:1]1[C:10]2[C:5](=[CH:6][CH:7]=[CH:8][CH:9]=2)[CH:4]=[CH:3][C:2]=1/[CH:11]=[C:25](/[C:17]1[CH:18]=[C:19]([O:23][CH3:24])[C:20]([O:21][CH3:22])=[C:15]([O:14][CH3:13])[CH:16]=1)\[C:26]#[N:27], predict the reactants needed to synthesize it. The reactants are: [N:1]1[C:10]2[C:5](=[CH:6][CH:7]=[CH:8][CH:9]=2)[CH:4]=[CH:3][C:2]=1[CH:11]=O.[CH3:13][O:14][C:15]1[CH:16]=[C:17]([CH2:25][C:26]#[N:27])[CH:18]=[C:19]([O:23][CH3:24])[C:20]=1[O:21][CH3:22].C[O-].[Na+]. (2) Given the product [CH3:1][N:2]1[C:10]([CH2:11][N:12]2[CH2:13][CH2:14][CH:15]([N:18]3[CH2:19][CH2:20][O:21][CH2:22][CH2:23]3)[CH2:16][CH2:17]2)=[N:9][C:8]2[C:3]1=[N:4][C:5]([C:44]1[CH:49]=[N:48][CH:47]=[C:46]3[NH:50][CH:51]=[CH:52][C:45]=13)=[N:6][C:7]=2[N:24]1[CH2:25][CH2:26][O:27][CH2:28][CH2:29]1, predict the reactants needed to synthesize it. The reactants are: [CH3:1][N:2]1[C:10]([CH2:11][N:12]2[CH2:17][CH2:16][CH:15]([N:18]3[CH2:23][CH2:22][O:21][CH2:20][CH2:19]3)[CH2:14][CH2:13]2)=[N:9][C:8]2[C:3]1=[N:4][C:5]([Sn](CCCC)(CCCC)CCCC)=[N:6][C:7]=2[N:24]1[CH2:29][CH2:28][O:27][CH2:26][CH2:25]1.Br[C:44]1[CH:49]=[N:48][CH:47]=[C:46]2[N:50](S(C3C=CC=CC=3)(=O)=O)[CH:51]=[CH:52][C:45]=12.[OH-].[Na+]. (3) Given the product [CH3:35][O:30][C:29]([C:14]1([CH2:13][N:10]2[CH2:9][CH2:8][CH:7]([CH2:6][C:5]3[CH:32]=[CH:33][C:2]([F:1])=[CH:3][CH:4]=3)[CH2:12][CH2:11]2)[O:18][N:17]=[C:16]([C:19]2[CH:28]=[CH:27][C:22]3[NH:23][C:24](=[O:26])[O:25][C:21]=3[CH:20]=2)[CH2:15]1)=[O:31], predict the reactants needed to synthesize it. The reactants are: [F:1][C:2]1[CH:33]=[CH:32][C:5]([CH2:6][CH:7]2[CH2:12][CH2:11][N:10]([CH2:13][C:14]3([C:29]([OH:31])=[O:30])[O:18][N:17]=[C:16]([C:19]4[CH:28]=[CH:27][C:22]5[NH:23][C:24](=[O:26])[O:25][C:21]=5[CH:20]=4)[CH2:15]3)[CH2:9][CH2:8]2)=[CH:4][CH:3]=1.O.[C:35]1(C)C=CC(S(O)(=O)=O)=CC=1. (4) Given the product [F:1][C:2]1[CH:21]=[CH:20][C:5]([O:6][C:7]2[C:16]3[CH:15]=[CH:14][CH:13]=[C:12]([NH2:17])[C:11]=3[CH:10]=[CH:9][N:8]=2)=[CH:4][C:3]=1[C:22]([F:25])([F:23])[F:24], predict the reactants needed to synthesize it. The reactants are: [F:1][C:2]1[CH:21]=[CH:20][C:5]([O:6][C:7]2[C:16]3[C:11](=[C:12]([N+:17]([O-])=O)[CH:13]=[CH:14][CH:15]=3)[CH:10]=[CH:9][N:8]=2)=[CH:4][C:3]=1[C:22]([F:25])([F:24])[F:23].[NH4+].[Cl-]. (5) Given the product [CH2:31]([O:1][C:2]1[CH:7]=[CH:6][CH:5]=[CH:4][C:3]=1[C:8](=[O:28])[CH2:9][CH2:10][C:11]1[N:12]=[C:13]([C:16]2[CH:21]=[CH:20][C:19]([O:22][CH3:23])=[C:18]([O:24][CH:25]([CH3:26])[CH3:27])[CH:17]=2)[O:14][CH:15]=1)[CH:30]=[CH2:29], predict the reactants needed to synthesize it. The reactants are: [OH:1][C:2]1[CH:7]=[CH:6][CH:5]=[CH:4][C:3]=1[C:8](=[O:28])[CH2:9][CH2:10][C:11]1[N:12]=[C:13]([C:16]2[CH:21]=[CH:20][C:19]([O:22][CH3:23])=[C:18]([O:24][CH:25]([CH3:27])[CH3:26])[CH:17]=2)[O:14][CH:15]=1.[CH2:29](Br)[CH:30]=[CH2:31].C(=O)([O-])[O-].[K+].[K+].O. (6) Given the product [N:5]1[C:6]2[NH:7][CH2:8][CH2:9][CH2:10][C:11]=2[CH:12]=[CH:13][C:4]=1[CH:3]=[O:2], predict the reactants needed to synthesize it. The reactants are: C[O:2][CH:3](OC)[C:4]1[CH:13]=[CH:12][C:11]2[CH2:10][CH2:9][CH2:8][NH:7][C:6]=2[N:5]=1. (7) The reactants are: [NH:1]1[C:9]2[C:4](=[C:5]([N:10]3[CH2:15][CH2:14][N:13]([C:16](=O)[C@H:17]([NH:25][CH:26]=O)[CH2:18][C:19]4[CH:24]=[CH:23][CH:22]=[CH:21][N:20]=4)[CH2:12][CH2:11]3)[CH:6]=[CH:7][CH:8]=2)[CH:3]=[CH:2]1.B(F)(F)F.CCOCC.B.C1COCC1.Cl. Given the product [NH:1]1[C:9]2[C:4](=[C:5]([N:10]3[CH2:15][CH2:14][N:13]([CH2:16][C@H:17]([NH:25][CH3:26])[CH2:18][C:19]4[CH:24]=[CH:23][CH:22]=[CH:21][N:20]=4)[CH2:12][CH2:11]3)[CH:6]=[CH:7][CH:8]=2)[CH:3]=[CH:2]1, predict the reactants needed to synthesize it.